Dataset: Catalyst prediction with 721,799 reactions and 888 catalyst types from USPTO. Task: Predict which catalyst facilitates the given reaction. (1) Reactant: [F:1][C:2]1[CH:3]=[C:4]2[C:9](=[C:10]([F:12])[CH:11]=1)[CH2:8][C:7](=O)[CH2:6][CH2:5]2.Cl.[CH3:15][C:16]([C:21]1[S:25][C:24]([NH:26][C:27](=[O:33])[CH:28]([NH2:32])[CH2:29][CH2:30][CH3:31])=[N:23][N:22]=1)([CH3:20])[CH2:17][CH2:18][CH3:19].C(O[BH-](OC(=O)C)OC(=O)C)(=O)C.[Na+].[BH3-]C#N.[Na+]. Product: [CH3:20][C:16]([C:21]1[S:25][C:24]([NH:26][C:27](=[O:33])[C@@H:28]([NH:32][CH:7]2[CH2:6][CH2:5][C:4]3[C:9](=[C:10]([F:12])[CH:11]=[C:2]([F:1])[CH:3]=3)[CH2:8]2)[CH2:29][CH2:30][CH3:31])=[N:23][N:22]=1)([CH3:15])[CH2:17][CH:18]=[CH2:19]. The catalyst class is: 139. (2) The catalyst class is: 3. Product: [CH3:43][C:40]1[CH:39]=[CH:38][C:37]2[N:36](/[CH:2]=[C:3](/[C:5]3[CH:10]=[CH:9][N:8]=[CH:7][CH:6]=3)\[CH3:4])[C:35]3[CH2:44][CH2:45][N:32]([CH:29]=[O:22])[CH2:33][C:34]=3[C:42]=2[CH:41]=1. Reactant: Br[CH:2]=[C:3]([C:5]1[CH:10]=[CH:9][N:8]=[CH:7][CH:6]=1)[CH3:4].P([O-])([O-])([O-])=O.[K+].[K+].[K+].N1CCC[C@H]1C(O)=[O:22].N#N.[CH2:29]([N:32]1[CH2:45][CH2:44][C:35]2[NH:36][C:37]3[CH:38]=[CH:39][C:40]([CH3:43])=[CH:41][C:42]=3[C:34]=2[CH2:33]1)C=C. (3) Reactant: F[C:2]1[C:7]2[CH:8]=[CH:9][S:10][C:6]=2[C:5]([C:11]#[N:12])=[CH:4][CH:3]=1.[OH:13][C:14]([C@H:17]1[CH2:21][CH2:20][NH:19][C@H:18]1[CH3:22])([CH3:16])[CH3:15].C(=O)([O-])[O-].[K+].[K+]. Product: [OH:13][C:14]([C@H:17]1[CH2:21][CH2:20][N:19]([C:2]2[C:7]3[CH:8]=[CH:9][S:10][C:6]=3[C:5]([C:11]#[N:12])=[CH:4][CH:3]=2)[C@H:18]1[CH3:22])([CH3:16])[CH3:15]. The catalyst class is: 16. (4) Reactant: [CH3:1][O:2][CH2:3][C:4]1[CH:8]=[CH:7][NH:6][N:5]=1.C1C(=O)N([Cl:16])C(=O)C1. Product: [Cl:16][C:8]1[C:4]([CH2:3][O:2][CH3:1])=[N:5][NH:6][CH:7]=1. The catalyst class is: 22. (5) Reactant: F[C:2]1[CH:7]=[CH:6][C:5]([C:8]2[O:9][C:10]3[CH:16]=[CH:15][CH:14]=[CH:13][C:11]=3[N:12]=2)=[CH:4][C:3]=1[N+:17]([O-:19])=[O:18].C(=O)([O-])O.[Na+].[CH:25]1([NH2:31])[CH2:30][CH2:29][CH2:28][CH2:27][CH2:26]1.O. Product: [CH:25]1([NH:31][C:2]2[CH:7]=[CH:6][C:5]([C:8]3[O:9][C:10]4[CH:16]=[CH:15][CH:14]=[CH:13][C:11]=4[N:12]=3)=[CH:4][C:3]=2[N+:17]([O-:19])=[O:18])[CH2:30][CH2:29][CH2:28][CH2:27][CH2:26]1. The catalyst class is: 8. (6) Reactant: [F:1][C:2]1[CH:3]=[CH:4][C:5]2[N:6]([C:8]([C:11]([OH:13])=O)=[CH:9][N:10]=2)[CH:7]=1.C(Cl)(=O)C(Cl)=O.CN(C=O)C.[NH2:25][C:26]1[CH:27]=[C:28]([CH:42]=[CH:43][C:44]=1[F:45])[C:29]([NH:31][C@@H:32]1[C:40]2[C:35](=[CH:36][CH:37]=[CH:38][CH:39]=2)[CH2:34][C@@H:33]1[OH:41])=[O:30]. Product: [F:45][C:44]1[CH:43]=[CH:42][C:28]([C:29](=[O:30])[NH:31][C@@H:32]2[C:40]3[C:35](=[CH:36][CH:37]=[CH:38][CH:39]=3)[CH2:34][C@@H:33]2[OH:41])=[CH:27][C:26]=1[NH:25][C:11]([C:8]1[N:6]2[CH:7]=[C:2]([F:1])[CH:3]=[CH:4][C:5]2=[N:10][CH:9]=1)=[O:13]. The catalyst class is: 272. (7) Reactant: [NH2:1][C:2]1[CH:7]=[CH:6][C:5]([C:8]2[N:13]=[C:12]3[NH:14][N:15]=[CH:16][C:11]3=[C:10]([O:17][CH:18]3[CH2:23][CH2:22][CH:21]([OH:24])[CH2:20][CH2:19]3)[N:9]=2)=[CH:4][CH:3]=1.[C:25]([C:27]1[CH:32]=[CH:31][C:30]([CH3:33])=[CH:29][C:28]=1[S:34](Cl)(=[O:36])=[O:35])#[N:26]. Product: [C:25]([C:27]1[CH:32]=[CH:31][C:30]([CH3:33])=[CH:29][C:28]=1[S:34]([NH:1][C:2]1[CH:7]=[CH:6][C:5]([C:8]2[N:13]=[C:12]3[NH:14][N:15]=[CH:16][C:11]3=[C:10]([O:17][CH:18]3[CH2:19][CH2:20][CH:21]([OH:24])[CH2:22][CH2:23]3)[N:9]=2)=[CH:4][CH:3]=1)(=[O:35])=[O:36])#[N:26]. The catalyst class is: 17. (8) Reactant: [NH2:1][C:2]1[CH:3]=[C:4]([CH:7]=[CH:8][CH:9]=1)[C:5]#[N:6].O.[NH2:11][NH2:12].O. The catalyst class is: 8. Product: [NH2:1][C:2]1[CH:3]=[C:4]([C:5]2[N:11]=[N:12][C:5]([C:4]3[CH:7]=[CH:8][CH:9]=[C:2]([NH2:1])[CH:3]=3)=[N:6][N:6]=2)[CH:7]=[CH:8][CH:9]=1. (9) Reactant: [C:1](=[O:4])([O-])[O-].[Na+].[Na+].[O:7]1[CH2:12][CH2:11][CH:10]([C:13](Cl)=[O:14])[CH2:9][CH2:8]1.[NH2:16][C:17]1[C:22](=O)[N:21]([CH2:24][C:25]2[CH:30]=[CH:29][C:28]([Cl:31])=[CH:27][CH:26]=2)[C:20]([S:32][CH3:33])=[N:19]C=1.C(=O)([O-])O.[Na+]. Product: [Cl:31][C:28]1[CH:29]=[CH:30][C:25]([CH2:24][N:21]2[CH:22]=[C:17]([NH:16][C:13]([CH:10]3[CH2:11][CH2:12][O:7][CH2:8][CH2:9]3)=[O:14])[C:1](=[O:4])[NH:19][CH:20]2[S:32][CH3:33])=[CH:26][CH:27]=1. The catalyst class is: 1.